This data is from Catalyst prediction with 721,799 reactions and 888 catalyst types from USPTO. The task is: Predict which catalyst facilitates the given reaction. (1) Reactant: [CH2:1]([N:3]1[C:8]2[CH:9]=[C:10]([C:14]3[CH:15]=[C:16]([CH:19]=[CH:20][C:21]=3[OH:22])[CH:17]=[O:18])[C:11]([CH3:13])=[CH:12][C:7]=2[O:6][C:5]([CH3:24])([CH3:23])[C:4]1=[O:25])[CH3:2].C(=O)([O-])[O-].[K+].[K+].[F:32][C:33]([F:53])([F:52])[C:34](F)(F)C(F)(F)C(F)(F)S(O[CH2:34][C:33]([F:53])([F:52])[F:32])(=O)=O. Product: [CH2:1]([N:3]1[C:8]2[CH:9]=[C:10]([C:14]3[CH:15]=[C:16]([CH:19]=[CH:20][C:21]=3[O:22][CH2:34][C:33]([F:53])([F:52])[F:32])[CH:17]=[O:18])[C:11]([CH3:13])=[CH:12][C:7]=2[O:6][C:5]([CH3:24])([CH3:23])[C:4]1=[O:25])[CH3:2]. The catalyst class is: 21. (2) Reactant: [CH2:1]([O:3][C:4]1[N:8]([C:9]2[C:17]3[O:16][CH2:15][C@@H:14]([N:18](C(=O)C(F)(F)F)[C:19]4[CH:32]=[CH:31][C:22]5[C@H:23]([CH2:26][C:27]([O:29]C)=[O:28])[CH2:24][O:25][C:21]=5[CH:20]=4)[C:13]=3[CH:12]=[CH:11][CH:10]=2)[C:7]2[CH:39]=[C:40]([F:44])[C:41]([F:43])=[CH:42][C:6]=2[N:5]=1)[CH3:2].[OH-].[Na+].Cl. Product: [CH2:1]([O:3][C:4]1[N:8]([C:9]2[C:17]3[O:16][CH2:15][C@@H:14]([NH:18][C:19]4[CH:32]=[CH:31][C:22]5[C@H:23]([CH2:26][C:27]([OH:29])=[O:28])[CH2:24][O:25][C:21]=5[CH:20]=4)[C:13]=3[CH:12]=[CH:11][CH:10]=2)[C:7]2[CH:39]=[C:40]([F:44])[C:41]([F:43])=[CH:42][C:6]=2[N:5]=1)[CH3:2]. The catalyst class is: 193. (3) Reactant: [C:1]([O:5][C:6](=[O:24])[NH:7][C:8]1[CH:13]=[CH:12][C:11]([C:14]2[CH:19]=[N:18][C:17]([C:20](=O)[CH3:21])=[C:16](Cl)[N:15]=2)=[CH:10][CH:9]=1)([CH3:4])([CH3:3])[CH3:2].[NH2:25][NH2:26]. Product: [C:1]([O:5][C:6](=[O:24])[NH:7][C:8]1[CH:13]=[CH:12][C:11]([C:14]2[N:15]=[C:16]3[NH:25][N:26]=[C:20]([CH3:21])[C:17]3=[N:18][CH:19]=2)=[CH:10][CH:9]=1)([CH3:4])([CH3:3])[CH3:2]. The catalyst class is: 378. (4) Reactant: [C:1]1(=[O:8])[CH:6]=[CH:5][C:4](=[O:7])[CH:3]=[CH:2]1.[CH2:9]([N:11]([CH2:16][C:17]1[CH:22]=[CH:21][CH:20]=[CH:19][C:18]=1[O:23][CH3:24])[CH2:12][CH2:13][CH2:14][NH2:15])[CH3:10]. Product: [CH2:9]([N:11]([CH2:16][C:17]1[CH:22]=[CH:21][CH:20]=[CH:19][C:18]=1[O:23][CH3:24])[CH2:12][CH2:13][CH2:14][NH:15][C:6]1[C:1](=[O:8])[CH:2]=[C:3]([NH:15][CH2:14][CH2:13][CH2:12][N:11]([CH2:9][CH3:10])[CH2:16][C:17]2[CH:22]=[CH:21][CH:20]=[CH:19][C:18]=2[O:23][CH3:24])[C:4](=[O:7])[CH:5]=1)[CH3:10]. The catalyst class is: 5. (5) Reactant: [H-].[Na+].[O:3]=[C:4]1[CH2:9][CH2:8][CH2:7][CH2:6][CH:5]1[C:10]([O:12][CH2:13][CH3:14])=[O:11].[F:15][C:16]([F:29])([F:28])[S:17](O[S:17]([C:16]([F:29])([F:28])[F:15])(=[O:19])=[O:18])(=[O:19])=[O:18]. Product: [F:15][C:16]([F:29])([F:28])[S:17]([O:3][C:4]1[CH2:9][CH2:8][CH2:7][CH2:6][C:5]=1[C:10]([O:12][CH2:13][CH3:14])=[O:11])(=[O:19])=[O:18]. The catalyst class is: 28.